From a dataset of Forward reaction prediction with 1.9M reactions from USPTO patents (1976-2016). Predict the product of the given reaction. (1) Given the reactants [Cl:1][C:2]1[CH:7]=[CH:6][C:5]([OH:8])=[CH:4][CH:3]=1.F[C:10]1[CH:15]=[CH:14][CH:13]=[CH:12][C:11]=1[N+:16]([O-:18])=[O:17].[Cl:19][C:20]1[CH:33]=[CH:32][C:23]([O:24][C:25]2[CH:31]=[CH:30][CH:29]=[CH:28][C:26]=2[NH2:27])=[CH:22][CH:21]=1.[NH2:34][C:35]1[S:36][CH:37]=[CH:38][N:39]=1, predict the reaction product. The product is: [Cl:1][C:2]1[CH:7]=[CH:6][C:5]([O:8][C:10]2[CH:15]=[CH:14][CH:13]=[CH:12][C:11]=2[N+:16]([O-:18])=[O:17])=[CH:4][CH:3]=1.[Cl:19][C:20]1[CH:33]=[CH:32][C:23]([O:24][C:25]2[CH:31]=[CH:30][CH:29]=[CH:28][C:26]=2[NH:27][C:5]([NH:34][C:35]2[S:36][CH:37]=[CH:38][N:39]=2)=[O:8])=[CH:22][CH:21]=1. (2) Given the reactants [NH2:1][C@H:2]([CH2:33][C:34]1[CH:39]=[CH:38][CH:37]=[CH:36][CH:35]=1)[C:3]([N:5]1[CH2:10][CH2:9][CH:8]([N:11]2[C:16](=[O:17])[C:15]([CH3:19])([CH3:18])[CH2:14][C:13]([C:20]3[C:25]4[CH2:26][C:27]([CH3:30])([CH3:29])[O:28][C:24]=4[C:23]([O:31][CH3:32])=[CH:22][CH:21]=3)=[N:12]2)[CH2:7][CH2:6]1)=[O:4].[CH:40]1([CH2:43][O:44][C:45]2[CH:53]=[CH:52][C:48]3[O:49][CH2:50][O:51][C:47]=3[C:46]=2[C:54]2[C:55]3[NH:62][CH:61]=[C:60]([C:63](O)=[O:64])[C:56]=3[N:57]=[CH:58][N:59]=2)[CH2:42][CH2:41]1.[CH3:66]N(C(ON1N=NC2C=CC=CC1=2)=[N+](C)C)C.F[P-](F)(F)(F)(F)F.CCN(C(C)C)C(C)C, predict the reaction product. The product is: [CH:40]1([CH2:43][O:44][C:45]2[CH:53]=[CH:52][C:48]3[O:49][CH2:50][O:51][C:47]=3[C:46]=2[C:54]2[C:55]3[NH:62][C:61]([CH3:66])=[C:60]([C:63]([NH:1][C@H:2]([CH2:33][C:34]4[CH:35]=[CH:36][CH:37]=[CH:38][CH:39]=4)[C:3]([N:5]4[CH2:10][CH2:9][CH:8]([N:11]5[C:16](=[O:17])[C:15]([CH3:18])([CH3:19])[CH2:14][C:13]([C:20]6[C:25]7[CH2:26][C:27]([CH3:29])([CH3:30])[O:28][C:24]=7[C:23]([O:31][CH3:32])=[CH:22][CH:21]=6)=[N:12]5)[CH2:7][CH2:6]4)=[O:4])=[O:64])[C:56]=3[N:57]=[CH:58][N:59]=2)[CH2:42][CH2:41]1. (3) Given the reactants [Br:1][C:2]1[CH:3]=[C:4]([C:13]([CH3:16])([CH3:15])[CH3:14])[C:5]([OH:12])=[C:6]([C:10]=1[CH3:11])[C:7]([OH:9])=O.[NH2:17][C:18]1[CH:25]=[CH:24][C:21]([C:22]#[N:23])=[CH:20][C:19]=1[O:26][C:27]([F:30])([F:29])[F:28], predict the reaction product. The product is: [Br:1][C:2]1[C:10]([CH3:11])=[C:6]([C:5]([OH:12])=[C:4]([C:13]([CH3:16])([CH3:15])[CH3:14])[CH:3]=1)[C:7]([NH:17][C:18]1[CH:25]=[CH:24][C:21]([C:22]#[N:23])=[CH:20][C:19]=1[O:26][C:27]([F:28])([F:29])[F:30])=[O:9]. (4) Given the reactants [C:1]([O:5][C:6]([NH:8][C@H:9]1[C:14](=[O:15])[C@@H:13]([CH3:16])[CH2:12][N:11]([C:17]([O:19][CH2:20][C:21]2[CH:26]=[CH:25][CH:24]=[CH:23][CH:22]=2)=[O:18])[CH2:10]1)=[O:7])([CH3:4])([CH3:3])[CH3:2].[CH2:27]1COCC1.C[Mg]Cl, predict the reaction product. The product is: [C:1]([O:5][C:6]([NH:8][C@H:9]1[C@@:14]([OH:15])([CH3:27])[C@@H:13]([CH3:16])[CH2:12][N:11]([C:17]([O:19][CH2:20][C:21]2[CH:22]=[CH:23][CH:24]=[CH:25][CH:26]=2)=[O:18])[CH2:10]1)=[O:7])([CH3:2])([CH3:3])[CH3:4]. (5) Given the reactants Cl[C:2]1[C:7]2[N:8]=[C:9]([CH3:11])[S:10][C:6]=2[C:5](I)=[CH:4][N:3]=1.[F:13][C:14]1[CH:15]=[N:16][CH:17]=[C:18](B(O)O)[CH:19]=1.[NH2:23][C:24]1[S:25][CH:26]=[C:27]([CH3:29])[N:28]=1, predict the reaction product. The product is: [F:13][C:14]1[CH:19]=[C:18]([C:5]2[C:6]3[S:10][C:9]([CH3:11])=[N:8][C:7]=3[C:2]([NH:23][C:24]3[S:25][CH:26]=[C:27]([CH3:29])[N:28]=3)=[N:3][CH:4]=2)[CH:17]=[N:16][CH:15]=1. (6) Given the reactants [Na].CN(C)C=O.Br[C:8]1[CH:9]=[C:10]([CH:13]=[CH:14][C:15]=1[OH:16])[CH:11]=[O:12].Cl.[CH2:18]([OH:22])[CH2:19][CH2:20][CH3:21], predict the reaction product. The product is: [CH2:18]([O:22][C:8]1[CH:9]=[C:10]([CH:13]=[CH:14][C:15]=1[OH:16])[CH:11]=[O:12])[CH2:19][CH2:20][CH3:21].